This data is from Aqueous solubility values for 9,982 compounds from the AqSolDB database. The task is: Regression/Classification. Given a drug SMILES string, predict its absorption, distribution, metabolism, or excretion properties. Task type varies by dataset: regression for continuous measurements (e.g., permeability, clearance, half-life) or binary classification for categorical outcomes (e.g., BBB penetration, CYP inhibition). For this dataset (solubility_aqsoldb), we predict Y. (1) The compound is Nc1cc([N+](=O)[O-])cc(S(=O)(=O)[O-])c1O.Nc1cc([N+](=O)[O-])ccc1O.Oc1cccc(O)c1.[Fe].[Na+].[Na]. The Y is -0.994 log mol/L. (2) The drug is Clc1ccc(-c2ccccc2Cl)cc1Cl. The Y is -6.29 log mol/L.